Dataset: Full USPTO retrosynthesis dataset with 1.9M reactions from patents (1976-2016). Task: Predict the reactants needed to synthesize the given product. Given the product [N:31]1([C:2]2[N:7]=[C:6]([N:8]3[CH2:12][CH2:11][CH2:10][CH:9]3[C:13]3[O:17][N:16]=[C:15]([C:18]4[CH:23]=[CH:22][CH:21]=[CH:20][N:19]=4)[CH:14]=3)[N:5]=[C:4]([NH:24][C:25]3[CH:29]=[C:28]([CH3:30])[NH:27][N:26]=3)[CH:3]=2)[CH2:35][CH2:34][CH2:33][CH2:32]1, predict the reactants needed to synthesize it. The reactants are: Cl[C:2]1[N:7]=[C:6]([N:8]2[CH2:12][CH2:11][CH2:10][CH:9]2[C:13]2[O:17][N:16]=[C:15]([C:18]3[CH:23]=[CH:22][CH:21]=[CH:20][N:19]=3)[CH:14]=2)[N:5]=[C:4]([NH:24][C:25]2[CH:29]=[C:28]([CH3:30])[NH:27][N:26]=2)[CH:3]=1.[NH:31]1[CH2:35][CH2:34][CH2:33][CH2:32]1.